From a dataset of Catalyst prediction with 721,799 reactions and 888 catalyst types from USPTO. Predict which catalyst facilitates the given reaction. Reactant: [NH:1]1[C:10]2[C:5](=[CH:6][CH:7]=[CH:8][CH:9]=2)[C:4](=[O:11])[CH2:3][CH2:2]1.[CH2:12]([O:19][C:20](Cl)=[O:21])[C:13]1[CH:18]=[CH:17][CH:16]=[CH:15][CH:14]=1.O.C(=O)([O-])[O-].[K+].[K+]. Product: [CH2:12]([O:19][C:20]([N:1]1[C:10]2[C:5](=[CH:6][CH:7]=[CH:8][CH:9]=2)[C:4](=[O:11])[CH2:3][CH2:2]1)=[O:21])[C:13]1[CH:18]=[CH:17][CH:16]=[CH:15][CH:14]=1. The catalyst class is: 54.